From a dataset of Reaction yield outcomes from USPTO patents with 853,638 reactions. Predict the reaction yield, written as a fraction of the theoretical maximum amount of product (1.0 means a 100% yield; for example, 0.34 means a 34% yield). (1) The reactants are Br[C:2]1[CH:3]=[C:4]2[C:8](=[CH:9][CH:10]=1)[C:7](=[O:11])[N:6]([CH:12]([CH3:14])[CH3:13])[CH2:5]2.[CH:15]([C:17]1[S:21][C:20](B(O)O)=[CH:19][CH:18]=1)=[O:16]. No catalyst specified. The product is [CH:12]([N:6]1[CH2:5][C:4]2[C:8](=[CH:9][CH:10]=[C:2]([C:20]3[S:21][C:17]([CH:15]=[O:16])=[CH:18][CH:19]=3)[CH:3]=2)[C:7]1=[O:11])([CH3:14])[CH3:13]. The yield is 0.440. (2) The reactants are [CH2:1]([NH2:5])[CH2:2][CH2:3][CH3:4].[Cl:6][C:7]1[CH:8]=[CH:9][C:10]2[S:16][C:15]3[CH:17]=[CH:18][C:19]([C:21](Cl)=[O:22])=[CH:20][C:14]=3[N:13]=[C:12]([Cl:24])[C:11]=2[CH:25]=1. The catalyst is C(Cl)Cl. The product is [CH2:1]([NH:5][C:21]([C:19]1[CH:18]=[CH:17][C:15]2[S:16][C:10]3[CH:9]=[CH:8][C:7]([Cl:6])=[CH:25][C:11]=3[C:12]([Cl:24])=[N:13][C:14]=2[CH:20]=1)=[O:22])[CH2:2][CH2:3][CH3:4]. The yield is 0.340.